Dataset: Reaction yield outcomes from USPTO patents with 853,638 reactions. Task: Predict the reaction yield, written as a fraction of the theoretical maximum amount of product (1.0 means a 100% yield; for example, 0.34 means a 34% yield). The reactants are [Cl:1][C:2]1[C:3]([O:12][C:13]2[CH:18]=[C:17]([O:19][CH2:20][CH2:21][CH2:22][S:23]([CH3:26])(=[O:25])=[O:24])[CH:16]=[CH:15][C:14]=2/[CH:27]=[CH:28]/[C:29]([O:31]CC)=[O:30])=[N:4][CH:5]=[C:6]([C:8]([F:11])([F:10])[F:9])[CH:7]=1.[OH-].[Na+].Cl. The catalyst is O1CCCC1.C(O)C. The product is [Cl:1][C:2]1[C:3]([O:12][C:13]2[CH:18]=[C:17]([O:19][CH2:20][CH2:21][CH2:22][S:23]([CH3:26])(=[O:25])=[O:24])[CH:16]=[CH:15][C:14]=2/[CH:27]=[CH:28]/[C:29]([OH:31])=[O:30])=[N:4][CH:5]=[C:6]([C:8]([F:11])([F:9])[F:10])[CH:7]=1. The yield is 0.830.